From a dataset of Peptide-MHC class I binding affinity with 185,985 pairs from IEDB/IMGT. Regression. Given a peptide amino acid sequence and an MHC pseudo amino acid sequence, predict their binding affinity value. This is MHC class I binding data. (1) The peptide sequence is LLLEWLAEVV. The MHC is HLA-A02:01 with pseudo-sequence HLA-A02:01. The binding affinity (normalized) is 1.00. (2) The peptide sequence is LPFTLGIMAI. The MHC is HLA-B35:01 with pseudo-sequence HLA-B35:01. The binding affinity (normalized) is 0.213. (3) The binding affinity (normalized) is 0.243. The MHC is HLA-B53:01 with pseudo-sequence HLA-B53:01. The peptide sequence is TPIFSDLLKY.